Task: Predict the reaction yield, written as a fraction of the theoretical maximum amount of product (1.0 means a 100% yield; for example, 0.34 means a 34% yield).. Dataset: Reaction yield outcomes from USPTO patents with 853,638 reactions The reactants are [Cl:1][C:2]1[CH:3]=[CH:4][C:5]([CH2:8][O:9][C:10]2[CH:15]=[CH:14][N:13]([C:16]3[CH:17]=[N:18][C:19](F)=[CH:20][CH:21]=3)[C:12](=[O:23])[CH:11]=2)=[N:6][CH:7]=1.[CH3:24][NH:25][C@H:26]1[CH2:30][CH2:29][NH:28][CH2:27]1.C([O-])([O-])=O.[K+].[K+]. The catalyst is CN(C=O)C. The product is [Cl:1][C:2]1[CH:3]=[CH:4][C:5]([CH2:8][O:9][C:10]2[CH:15]=[CH:14][N:13]([C:16]3[CH:17]=[N:18][C:19]([N:28]4[CH2:29][CH2:30][C@H:26]([NH:25][CH3:24])[CH2:27]4)=[CH:20][CH:21]=3)[C:12](=[O:23])[CH:11]=2)=[N:6][CH:7]=1. The yield is 0.310.